From a dataset of Catalyst prediction with 721,799 reactions and 888 catalyst types from USPTO. Predict which catalyst facilitates the given reaction. Reactant: [CH3:1][Si](Cl)(C)C.[N+:6]([C:9]1[CH:10]=[C:11]([CH2:15][C:16]([OH:18])=[O:17])[CH:12]=[CH:13][CH:14]=1)([O-:8])=[O:7]. Product: [CH3:1][O:17][C:16](=[O:18])[CH2:15][C:11]1[CH:12]=[CH:13][CH:14]=[C:9]([N+:6]([O-:8])=[O:7])[CH:10]=1. The catalyst class is: 5.